Dataset: hERG Central: cardiac toxicity at 1µM, 10µM, and general inhibition. Task: Predict hERG channel inhibition at various concentrations. (1) The molecule is Cc1ccc(C(=O)Nc2ccc(Cl)cn2)cc1S(=O)(=O)N1CCOCC1. Results: hERG_inhib (hERG inhibition (general)): blocker. (2) The compound is O=C(Nc1ccccc1)C1=C[C@H](c2coc3ccccc3c2=O)C[C@H](OCCCCO)O1. Results: hERG_inhib (hERG inhibition (general)): blocker.